From a dataset of Full USPTO retrosynthesis dataset with 1.9M reactions from patents (1976-2016). Predict the reactants needed to synthesize the given product. (1) Given the product [F:20][C:21]1[CH:26]=[CH:25][C:24]([S:27][CH:10]=[CH:9][C:8](=[N:7][C:1]2[CH:6]=[CH:5][CH:4]=[CH:3][CH:2]=2)[S:11][CH:12]([CH2:18][CH3:19])[CH:13]([CH3:17])[CH2:14][CH2:15][CH3:16])=[CH:23][CH:22]=1, predict the reactants needed to synthesize it. The reactants are: [C:1]1([N:7]=[C:8]([S:11][CH:12]([CH2:18][CH3:19])[CH:13]([CH3:17])[CH2:14][CH2:15][CH3:16])[C:9]#[CH:10])[CH:6]=[CH:5][CH:4]=[CH:3][CH:2]=1.[F:20][C:21]1[CH:26]=[CH:25][C:24]([SH:27])=[CH:23][CH:22]=1. (2) Given the product [O:32]1[C:37]2[CH:38]=[CH:39][C:40]([CH2:17][NH:18][C@H:19]3[CH2:20][CH2:21][C@H:22]([C:25]([C:8]4[S:9][C:5]5[CH:4]=[C:3]([O:2][CH3:1])[CH:11]=[CH:10][C:6]=5[N:7]=4)=[O:30])[CH2:23][CH2:24]3)=[CH:41][C:36]=2[O:35][CH2:34][CH2:33]1, predict the reactants needed to synthesize it. The reactants are: [CH3:1][O:2][C:3]1[CH:11]=[CH:10][C:6]2[N:7]=[CH:8][S:9][C:5]=2[CH:4]=1.C(O[C:17](=O)[NH:18][C@H:19]1[CH2:24][CH2:23][C@H:22]([C:25](=[O:30])N(OC)C)[CH2:21][CH2:20]1)(C)(C)C.[O:32]1[C:37]2[CH:38]=[CH:39][C:40](C=O)=[CH:41][C:36]=2[O:35][CH2:34][CH2:33]1.